Predict the reactants needed to synthesize the given product. From a dataset of Full USPTO retrosynthesis dataset with 1.9M reactions from patents (1976-2016). (1) Given the product [C:31]([O:30][CH:25]([C:9]1[C:10]([CH3:24])=[CH:11][CH:12]=[C:13]([OH:14])[C:8]=1[C:5]1[CH:6]=[CH:7][C:2]([F:1])=[CH:3][CH:4]=1)[C:26]([O:28][CH3:29])=[O:27])([CH3:34])([CH3:32])[CH3:33], predict the reactants needed to synthesize it. The reactants are: [F:1][C:2]1[CH:7]=[CH:6][C:5]([C:8]2[C:13]([O:14]CC3C=CC(OC)=CC=3)=[CH:12][CH:11]=[C:10]([CH3:24])[C:9]=2[CH:25]([O:30][C:31]([CH3:34])([CH3:33])[CH3:32])[C:26]([O:28][CH3:29])=[O:27])=[CH:4][CH:3]=1.C([O-])=O.[NH4+]. (2) Given the product [CH2:13]([O:20][N:21]([CH2:22][C:23]1[CH:28]=[CH:27][C:26]([Cl:29])=[C:25]([Cl:30])[CH:24]=1)[C:8](=[O:9])[CH:7]=[C:5]1[C:4](=[O:11])[O:3][C:2]([CH3:12])([CH3:1])[O:6]1)[C:14]1[CH:15]=[CH:16][CH:17]=[CH:18][CH:19]=1, predict the reactants needed to synthesize it. The reactants are: [CH3:1][C:2]1([CH3:12])[O:6][C:5](=[CH:7][C:8](Cl)=[O:9])[C:4](=[O:11])[O:3]1.[CH2:13]([O:20][NH:21][CH2:22][C:23]1[CH:28]=[CH:27][C:26]([Cl:29])=[C:25]([Cl:30])[CH:24]=1)[C:14]1[CH:19]=[CH:18][CH:17]=[CH:16][CH:15]=1. (3) Given the product [F:1][C:2]1[CH:3]=[CH:4][C:5]([O:14][CH3:15])=[C:6]([C:8]([CH3:12])([CH3:13])[CH2:9][CH:10]=[O:11])[CH:7]=1, predict the reactants needed to synthesize it. The reactants are: [F:1][C:2]1[CH:3]=[CH:4][C:5]([O:14][CH3:15])=[C:6]([C:8]([CH3:13])([CH3:12])[CH2:9][CH2:10][OH:11])[CH:7]=1.[Cr](Cl)([O-])(=O)=O.[NH+]1C=CC=CC=1. (4) Given the product [Br:19][C:8]1[CH:7]=[C:6]([C:10]([F:11])([F:12])[F:13])[CH:5]=[C:4]([N+:1]([O-:3])=[O:2])[CH:9]=1, predict the reactants needed to synthesize it. The reactants are: [N+:1]([C:4]1[CH:9]=[CH:8][CH:7]=[C:6]([C:10]([F:13])([F:12])[F:11])[CH:5]=1)([O-:3])=[O:2].S(=O)(=O)(O)O.[Br:19]N1C(C)(C)C(=O)N(Br)C1=O.[OH-].[Na+]. (5) Given the product [Br:1][C:2]1[CH:3]=[C:4]([O:9][CH2:12][CH2:13][O:14][CH3:15])[CH:5]=[C:6]([Br:8])[CH:7]=1, predict the reactants needed to synthesize it. The reactants are: [Br:1][C:2]1[CH:3]=[C:4]([OH:9])[CH:5]=[C:6]([Br:8])[CH:7]=1.BrC[CH2:12][CH2:13][O:14][CH3:15].C(=O)([O-])[O-].[Cs+].[Cs+]. (6) Given the product [Cl:12][C:13]1[CH:41]=[CH:40][C:16]([CH2:17][O:18][C:19]2[CH:24]=[CH:23][CH:22]=[CH:21][C:20]=2[C:25]2[N:26]([C:31]3[CH:32]=[C:33]([CH:37]=[CH:38][CH:39]=3)[C:34]([NH:10][S:7]([C:6]3[C:2]([CH3:1])=[N:3][O:4][C:5]=3[CH3:11])(=[O:9])=[O:8])=[O:35])[C:27]([CH3:30])=[CH:28][CH:29]=2)=[CH:15][CH:14]=1, predict the reactants needed to synthesize it. The reactants are: [CH3:1][C:2]1[C:6]([S:7]([NH2:10])(=[O:9])=[O:8])=[C:5]([CH3:11])[O:4][N:3]=1.[Cl:12][C:13]1[CH:41]=[CH:40][C:16]([CH2:17][O:18][C:19]2[CH:24]=[CH:23][CH:22]=[CH:21][C:20]=2[C:25]2[N:26]([C:31]3[CH:32]=[C:33]([CH:37]=[CH:38][CH:39]=3)[C:34](O)=[O:35])[C:27]([CH3:30])=[CH:28][CH:29]=2)=[CH:15][CH:14]=1.C(C1NC=CN=1)(C1NC=CN=1)=O.C(N(C(C)C)CC)(C)C. (7) Given the product [N+:6]([C:9]1[CH:10]=[N:11][N:12]([CH2:2][C:3]([OH:5])=[O:4])[CH:13]=1)([O-:8])=[O:7], predict the reactants needed to synthesize it. The reactants are: Br[CH2:2][C:3]([OH:5])=[O:4].[N+:6]([C:9]1[CH:10]=[N:11][NH:12][CH:13]=1)([O-:8])=[O:7].C(=O)([O-])[O-].[K+].[K+]. (8) Given the product [CH3:40][O:39][C:37]([N:6]1[CH2:5][CH2:4][N:3]([C:9]2[CH:14]=[CH:13][C:12]([N:15]3[CH2:19][C@H:18]([CH2:20][O:21][C:22]4[CH:26]=[CH:25][O:24][N:23]=4)[O:17][C:16]3=[O:27])=[CH:11][C:10]=2[F:28])[CH2:8][CH2:7]1)=[O:38], predict the reactants needed to synthesize it. The reactants are: Cl.Cl.[N:3]1([C:9]2[CH:14]=[CH:13][C:12]([N:15]3[CH2:19][C@H:18]([CH2:20][O:21][C:22]4[CH:26]=[CH:25][O:24][N:23]=4)[O:17][C:16]3=[O:27])=[CH:11][C:10]=2[F:28])[CH2:8][CH2:7][NH:6][CH2:5][CH2:4]1.C(N(CC)CC)C.Cl[C:37]([O:39][CH3:40])=[O:38]. (9) Given the product [C:12]1([S:18]([C:21]2[C:22]([CH2:29][CH2:30][C:31]([OH:33])=[O:32])=[C:23](/[CH:27]=[C:5]3\[C:6](=[O:11])[NH:7][C:8]4[C:4]\3=[CH:3][C:2]([Cl:1])=[CH:10][CH:9]=4)[NH:24][C:25]=2[CH3:26])(=[O:19])=[O:20])[CH:13]=[CH:14][CH:15]=[CH:16][CH:17]=1, predict the reactants needed to synthesize it. The reactants are: [Cl:1][C:2]1[CH:3]=[C:4]2[C:8](=[CH:9][CH:10]=1)[NH:7][C:6](=[O:11])[CH2:5]2.[C:12]1([S:18]([C:21]2[C:22]([CH2:29][CH2:30][C:31]([OH:33])=[O:32])=[C:23]([CH:27]=O)[NH:24][C:25]=2[CH3:26])(=[O:20])=[O:19])[CH:17]=[CH:16][CH:15]=[CH:14][CH:13]=1.CC(O/N=C(/C(NCC=O)=O)\C1N=C(N)SC=1)(C(O)=O)C.N1CCCCC1. (10) Given the product [F:1][C:2]([F:8])([F:7])[CH2:3][C:4]([N:14]1[CH2:19][CH2:18][CH:17]([NH:20][C:21]([NH:23][C:24]2[CH:29]=[CH:28][C:27]([C:30]([F:31])([F:32])[F:33])=[CH:26][CH:25]=2)=[O:22])[CH2:16][CH2:15]1)=[O:5], predict the reactants needed to synthesize it. The reactants are: [F:1][C:2]([F:8])([F:7])[CH2:3][C:4](O)=[O:5].C([N:14]1[CH2:19][CH2:18][CH:17]([NH:20][C:21]([NH:23][C:24]2[CH:29]=[CH:28][C:27]([C:30]([F:33])([F:32])[F:31])=[CH:26][CH:25]=2)=[O:22])[CH2:16][CH2:15]1)(=O)C(C)C.